This data is from Full USPTO retrosynthesis dataset with 1.9M reactions from patents (1976-2016). The task is: Predict the reactants needed to synthesize the given product. (1) Given the product [OH:12][C:8]1[CH:9]=[C:10]2[C:5](=[CH:6][CH:7]=1)[C:4]([O:14][C:15]1[CH:16]=[CH:17][C:18]([O:21][CH2:22][C:23]([OH:25])=[O:24])=[CH:19][CH:20]=1)=[C:3]([C:26]1[CH:27]=[CH:28][CH:29]=[CH:30][CH:31]=1)[C:2]([CH3:1])=[CH:11]2, predict the reactants needed to synthesize it. The reactants are: [CH3:1][C:2]1[C:3]([C:26]2[CH:31]=[CH:30][CH:29]=[CH:28][CH:27]=2)=[C:4]([O:14][C:15]2[CH:20]=[CH:19][C:18]([O:21][CH2:22][C:23]([OH:25])=[O:24])=[CH:17][CH:16]=2)[C:5]2[C:10]([CH:11]=1)=[CH:9][C:8]([O:12]C)=[CH:7][CH:6]=2.B(Br)(Br)Br.C([O-])(O)=O.[Na+]. (2) Given the product [Cl:21][C:22]1[CH:23]=[CH:24][C:25]([F:31])=[C:26]([C:27]2[O:15][N:14]=[C:13]([CH2:12][N:8]3[C:9]4[C:5](=[C:4]([C:17]([F:19])([F:20])[F:18])[C:3]([C:1]#[N:2])=[CH:11][CH:10]=4)[CH:6]=[CH:7]3)[N:16]=2)[CH:30]=1, predict the reactants needed to synthesize it. The reactants are: [C:1]([C:3]1[C:4]([C:17]([F:20])([F:19])[F:18])=[C:5]2[C:9](=[CH:10][CH:11]=1)[N:8]([CH2:12][C:13](=[NH:16])[NH:14][OH:15])[CH:7]=[CH:6]2)#[N:2].[Cl:21][C:22]1[CH:23]=[CH:24][C:25]([F:31])=[C:26]([CH:30]=1)[C:27](O)=O. (3) Given the product [F:1][C:2]([F:30])([F:31])[C:3]1[CH:4]=[C:5]([N-:13][N:14]=[N:15][C:16]2[CH:21]=[C:20]([C:22]([F:23])([F:24])[F:25])[CH:19]=[C:18]([C:26]([F:29])([F:28])[F:27])[CH:17]=2)[CH:6]=[C:7]([C:9]([F:12])([F:11])[F:10])[CH:8]=1.[K+:33], predict the reactants needed to synthesize it. The reactants are: [F:1][C:2]([F:31])([F:30])[C:3]1[CH:4]=[C:5]([N:13]=[N:14][NH:15][C:16]2[CH:21]=[C:20]([C:22]([F:25])([F:24])[F:23])[CH:19]=[C:18]([C:26]([F:29])([F:28])[F:27])[CH:17]=2)[CH:6]=[C:7]([C:9]([F:12])([F:11])[F:10])[CH:8]=1.[H-].[K+:33]. (4) Given the product [CH2:1]([O:8][C:9]1[CH:14]=[C:13]([CH2:15][CH3:16])[CH:12]=[CH:11][C:10]=1[O:17][C:18]1[CH:23]=[CH:22][C:21]([NH2:24])=[CH:20][C:19]=1[F:27])[C:2]1[CH:3]=[CH:4][CH:5]=[CH:6][CH:7]=1, predict the reactants needed to synthesize it. The reactants are: [CH2:1]([O:8][C:9]1[CH:14]=[C:13]([CH2:15][CH3:16])[CH:12]=[CH:11][C:10]=1[O:17][C:18]1[CH:23]=[CH:22][C:21]([N+:24]([O-])=O)=[CH:20][C:19]=1[F:27])[C:2]1[CH:7]=[CH:6][CH:5]=[CH:4][CH:3]=1.[Sn](Cl)Cl.Cl.[OH-].[Na+]. (5) The reactants are: Br[C:2]1[CH:11]=[C:10]2[C:5]([C:6]([CH3:16])([CH3:15])[CH2:7][C:8](=[O:14])[N:9]2[CH2:12][CH3:13])=[CH:4][C:3]=1[CH3:17].[F:18][C:19]([F:33])([F:32])[O:20][C:21]1[CH:26]=[CH:25][C:24]([CH:27]=[O:28])=[CH:23][C:22]=1B(O)O.C(=O)([O-])[O-].[K+].[K+]. Given the product [CH2:12]([N:9]1[C:10]2[C:5](=[CH:4][C:3]([CH3:17])=[C:2]([C:26]3[CH:25]=[C:24]([CH:23]=[CH:22][C:21]=3[O:20][C:19]([F:18])([F:32])[F:33])[CH:27]=[O:28])[CH:11]=2)[C:6]([CH3:16])([CH3:15])[CH2:7][C:8]1=[O:14])[CH3:13], predict the reactants needed to synthesize it.